From a dataset of NCI-60 drug combinations with 297,098 pairs across 59 cell lines. Regression. Given two drug SMILES strings and cell line genomic features, predict the synergy score measuring deviation from expected non-interaction effect. (1) Drug 1: CN(C)N=NC1=C(NC=N1)C(=O)N. Synergy scores: CSS=52.2, Synergy_ZIP=-2.85, Synergy_Bliss=-2.70, Synergy_Loewe=2.57, Synergy_HSA=4.79. Drug 2: C1=C(C(=O)NC(=O)N1)F. Cell line: LOX IMVI. (2) Drug 1: CN1C(=O)N2C=NC(=C2N=N1)C(=O)N. Drug 2: CC1=C2C(C(=O)C3(C(CC4C(C3C(C(C2(C)C)(CC1OC(=O)C(C(C5=CC=CC=C5)NC(=O)OC(C)(C)C)O)O)OC(=O)C6=CC=CC=C6)(CO4)OC(=O)C)O)C)O. Cell line: ACHN. Synergy scores: CSS=-0.423, Synergy_ZIP=-1.34, Synergy_Bliss=-2.94, Synergy_Loewe=-6.77, Synergy_HSA=-3.18. (3) Drug 1: CNC(=O)C1=NC=CC(=C1)OC2=CC=C(C=C2)NC(=O)NC3=CC(=C(C=C3)Cl)C(F)(F)F. Drug 2: C(CC(=O)O)C(=O)CN.Cl. Cell line: UACC-257. Synergy scores: CSS=6.05, Synergy_ZIP=-3.02, Synergy_Bliss=-3.62, Synergy_Loewe=-3.41, Synergy_HSA=-2.95. (4) Drug 1: C1=NNC2=C1C(=O)NC=N2. Drug 2: CCN(CC)CCCC(C)NC1=C2C=C(C=CC2=NC3=C1C=CC(=C3)Cl)OC. Cell line: SR. Synergy scores: CSS=58.5, Synergy_ZIP=-0.476, Synergy_Bliss=-1.23, Synergy_Loewe=-22.7, Synergy_HSA=-1.95. (5) Drug 1: CC1=C(C=C(C=C1)NC2=NC=CC(=N2)N(C)C3=CC4=NN(C(=C4C=C3)C)C)S(=O)(=O)N.Cl. Drug 2: C1C(C(OC1N2C=NC(=NC2=O)N)CO)O. Cell line: SNB-19. Synergy scores: CSS=17.0, Synergy_ZIP=3.39, Synergy_Bliss=-0.618, Synergy_Loewe=-25.7, Synergy_HSA=-1.75. (6) Drug 1: CS(=O)(=O)CCNCC1=CC=C(O1)C2=CC3=C(C=C2)N=CN=C3NC4=CC(=C(C=C4)OCC5=CC(=CC=C5)F)Cl. Drug 2: CCN(CC)CCCC(C)NC1=C2C=C(C=CC2=NC3=C1C=CC(=C3)Cl)OC. Cell line: UO-31. Synergy scores: CSS=17.1, Synergy_ZIP=-8.57, Synergy_Bliss=-1.76, Synergy_Loewe=-9.18, Synergy_HSA=-3.46. (7) Drug 1: CC(CN1CC(=O)NC(=O)C1)N2CC(=O)NC(=O)C2. Drug 2: CCC(=C(C1=CC=CC=C1)C2=CC=C(C=C2)OCCN(C)C)C3=CC=CC=C3.C(C(=O)O)C(CC(=O)O)(C(=O)O)O. Cell line: NCI-H460. Synergy scores: CSS=27.9, Synergy_ZIP=-1.71, Synergy_Bliss=-3.15, Synergy_Loewe=-4.95, Synergy_HSA=-3.15.